From a dataset of Catalyst prediction with 721,799 reactions and 888 catalyst types from USPTO. Predict which catalyst facilitates the given reaction. (1) Reactant: [C:1]([N:8]1[CH2:12][CH2:11][CH:10]([OH:13])[CH2:9]1)([O:3][C:4]([CH3:7])([CH3:6])[CH3:5])=[O:2].[H-].[Na+].[Br:16][C:17]1[C:18](Cl)=[N:19][C:20]([Cl:23])=[N:21][CH:22]=1. Product: [Br:16][C:17]1[C:18]([O:13][CH:10]2[CH2:11][CH2:12][N:8]([C:1]([O:3][C:4]([CH3:7])([CH3:6])[CH3:5])=[O:2])[CH2:9]2)=[N:19][C:20]([Cl:23])=[N:21][CH:22]=1. The catalyst class is: 1. (2) Reactant: [CH:1]1([CH2:7][O:8][C:9]2[C:10]3[N:11]([C:15]([C:19]([NH:21][C@H:22]([C:35]4[CH:40]=[CH:39][CH:38]=[CH:37][CH:36]=4)[CH2:23][N:24]4C(=O)C5C(=CC=CC=5)C4=O)=[O:20])=[C:16]([CH3:18])[N:17]=3)[CH:12]=[CH:13][CH:14]=2)[CH2:6][CH2:5][CH2:4][CH2:3][CH2:2]1.O.NN. Product: [NH2:24][CH2:23][C@H:22]([NH:21][C:19]([C:15]1[N:11]2[CH:12]=[CH:13][CH:14]=[C:9]([O:8][CH2:7][CH:1]3[CH2:6][CH2:5][CH2:4][CH2:3][CH2:2]3)[C:10]2=[N:17][C:16]=1[CH3:18])=[O:20])[C:35]1[CH:40]=[CH:39][CH:38]=[CH:37][CH:36]=1. The catalyst class is: 8. (3) Reactant: [O:1]1[CH:5]=[CH:4][CH:3]=[C:2]1[C:6]1[C:11]([I:12])=[C:10](S(C)=O)[N:9]=[C:8]([NH2:16])[N:7]=1.[CH2:17]([OH:24])[C:18]1[CH:23]=[CH:22][CH:21]=[CH:20][CH:19]=1.C1CCN2C(=NCCC2)CC1. Product: [CH2:17]([O:24][C:10]1[C:11]([I:12])=[C:6]([C:2]2[O:1][CH:5]=[CH:4][CH:3]=2)[N:7]=[C:8]([NH2:16])[N:9]=1)[C:18]1[CH:23]=[CH:22][CH:21]=[CH:20][CH:19]=1. The catalyst class is: 1. (4) Reactant: [C:1]1([C:29]2[CH:34]=[CH:33][CH:32]=[CH:31][CH:30]=2)[CH:6]=[CH:5][C:4]([C:7]2[N:12]=[C:11]3[N:13]=[C:14]([S:24]([CH3:27])(=O)=O)[N:15](COCC[Si](C)(C)C)[C:10]3=[CH:9][C:8]=2[Cl:28])=[CH:3][CH:2]=1.C1(C2[O:46][C@H:45]3[CH2:47][C@@H](S)[CH2:49][O:50][C@@H:44]3[CH2:43][O:42]2)C=CC=CC=1.[H-].[Na+].C(=O)(O)[O-].[Na+].[OH-].[Na+].Cl. Product: [C:1]1([C:29]2[CH:34]=[CH:33][CH:32]=[CH:31][CH:30]=2)[CH:2]=[CH:3][C:4]([C:7]2[N:12]=[C:11]3[N:13]=[C:14]([S:24][C@H:27]4[CH2:49][O:50][C@H:44]([CH2:43][OH:42])[C@@H:45]([OH:46])[CH2:47]4)[NH:15][C:10]3=[CH:9][C:8]=2[Cl:28])=[CH:5][CH:6]=1. The catalyst class is: 3. (5) Reactant: [C:1]([C:5]1[CH:6]=[C:7]2[C:11](=[CH:12][CH:13]=1)[C@H:10]([NH:14][C:15]([NH:17][C:18]1[CH:26]=[CH:25][CH:24]=[C:23]3[C:19]=1[CH:20]=[N:21][N:22]3[C:27]([O:29][CH2:30][CH2:31][NH:32]C(OCC1C=CC=CC=1)=O)=[O:28])=[O:16])[CH2:9][CH2:8]2)([CH3:4])([CH3:3])[CH3:2].[ClH:43].[H][H]. Product: [ClH:43].[C:1]([C:5]1[CH:6]=[C:7]2[C:11](=[CH:12][CH:13]=1)[C@H:10]([NH:14][C:15]([NH:17][C:18]1[CH:26]=[CH:25][CH:24]=[C:23]3[C:19]=1[CH:20]=[N:21][N:22]3[C:27]([O:29][CH2:30][CH2:31][NH2:32])=[O:28])=[O:16])[CH2:9][CH2:8]2)([CH3:4])([CH3:2])[CH3:3]. The catalyst class is: 19. (6) Reactant: CO[CH2:3][CH2:4]OC.Br[C:8]1[C:20]([C:21]([CH3:24])([CH3:23])[CH3:22])=[CH:19][C:18]2[C:17]3[C:12](=[CH:13][C:14](Br)=[C:15]([C:25]([CH3:28])([CH3:27])[CH3:26])[CH:16]=3)[CH2:11][C:10]=2[CH:9]=1.[C:30]1(OB(O)O)[CH:35]=[CH:34][CH:33]=[CH:32][CH:31]=1. Product: [C:25]([C:15]1[C:14]([C:4]2[CH:3]=[CH:10][CH:9]=[CH:8][CH:20]=2)=[CH:13][C:12]2[CH2:11][C:10]3[C:18]([C:17]=2[CH:16]=1)=[CH:19][C:20]([C:21]([CH3:24])([CH3:22])[CH3:23])=[C:8]([C:30]1[CH:35]=[CH:34][CH:33]=[CH:32][CH:31]=1)[CH:9]=3)([CH3:27])([CH3:26])[CH3:28]. The catalyst class is: 8. (7) Reactant: [CH2:1]([NH:8][C:9](=[O:31])[N:10]([C:12]1[CH:13]=[C:14]([C:18]2[CH:23]=[CH:22][C:21]([CH2:24][CH2:25][C:26]([O:28][CH3:29])=[O:27])=[CH:20][C:19]=2[OH:30])[CH:15]=[CH:16][CH:17]=1)[CH3:11])[CH2:2][CH2:3][CH2:4][CH2:5][CH2:6][CH3:7].Br[CH2:33][CH2:34][O:35][CH3:36].C(=O)([O-])[O-].[K+].[K+].[I-].[Na+]. Product: [CH2:1]([NH:8][C:9](=[O:31])[N:10]([C:12]1[CH:13]=[C:14]([C:18]2[CH:23]=[CH:22][C:21]([CH2:24][CH2:25][C:26]([O:28][CH3:29])=[O:27])=[CH:20][C:19]=2[O:30][CH2:33][CH2:34][O:35][CH3:36])[CH:15]=[CH:16][CH:17]=1)[CH3:11])[CH2:2][CH2:3][CH2:4][CH2:5][CH2:6][CH3:7]. The catalyst class is: 311. (8) Reactant: [Cl:1][C:2]1[C:3]([C:21]2[S:25][C:24]([C:26]3([O:30][CH2:31][O:32][CH3:33])[CH2:29][CH2:28][CH2:27]3)=[N:23][CH:22]=2)=[C:4]2[CH:10]=[CH:9][N:8]([S:11]([C:14]3[CH:20]=[CH:19][C:17]([CH3:18])=[CH:16][CH:15]=3)(=[O:13])=[O:12])[C:5]2=[N:6][CH:7]=1.C([N-]C(C)C)(C)C.[Li+].[I:42]I. The catalyst class is: 7. Product: [Cl:1][C:2]1[C:3]([C:21]2[S:25][C:24]([C:26]3([O:30][CH2:31][O:32][CH3:33])[CH2:29][CH2:28][CH2:27]3)=[N:23][CH:22]=2)=[C:4]2[CH:10]=[C:9]([I:42])[N:8]([S:11]([C:14]3[CH:15]=[CH:16][C:17]([CH3:18])=[CH:19][CH:20]=3)(=[O:12])=[O:13])[C:5]2=[N:6][CH:7]=1. (9) Reactant: [Cl:1][C:2]1[CH:7]=[CH:6][C:5]([Cl:8])=[CH:4][C:3]=1[CH2:9][O:10][C:11]1([C:14](Cl)=[O:15])[CH2:13][CH2:12]1.[NH:17]1[C:26]2[C:21](=[CH:22][CH:23]=[CH:24][N:25]=2)[CH2:20][CH2:19][CH2:18]1.C(N(CC)CC)C. Product: [Cl:1][C:2]1[CH:7]=[CH:6][C:5]([Cl:8])=[CH:4][C:3]=1[CH2:9][O:10][C:11]1([C:14]([N:25]2[C:26]3[C:21](=[CH:20][CH:19]=[CH:18][N:17]=3)[CH2:22][CH2:23][CH2:24]2)=[O:15])[CH2:13][CH2:12]1. The catalyst class is: 4. (10) Reactant: [C:1]1([C@H:11]([NH2:13])[CH3:12])[C:10]2[C:5](=[CH:6][CH:7]=[CH:8][CH:9]=2)[CH:4]=[CH:3][CH:2]=1.FC(F)(F)C1C=C(C=CC=O)C=CC=1. Product: [C:1]1([CH:11]([NH2:13])[CH3:12])[C:10]2[C:5](=[CH:6][CH:7]=[CH:8][CH:9]=2)[CH:4]=[CH:3][CH:2]=1. The catalyst class is: 5.